This data is from Reaction yield outcomes from USPTO patents with 853,638 reactions. The task is: Predict the reaction yield, written as a fraction of the theoretical maximum amount of product (1.0 means a 100% yield; for example, 0.34 means a 34% yield). The reactants are [Cl:1][C:2]1[CH:7]=[CH:6][CH:5]=[CH:4][C:3]=1[S:8]([N:11]1[CH2:16][CH2:15][CH2:14][CH:13]([C:17]([O-:19])=O)[CH2:12]1)(=[O:10])=[O:9].[Li+].[CH3:21][C:22]1[CH:23]=[C:24]([CH:28]2[CH2:32][CH2:31][CH2:30][NH:29]2)[CH:25]=[CH:26][CH:27]=1.CCN(C(C)C)C(C)C.CN(C(ON1N=NC2C=CC=NC1=2)=[N+](C)C)C.F[P-](F)(F)(F)(F)F. The catalyst is CN(C=O)C.C(Cl)Cl.[Cl-].[Na+].O. The product is [Cl:1][C:2]1[CH:7]=[CH:6][CH:5]=[CH:4][C:3]=1[S:8]([N:11]1[CH2:16][CH2:15][CH2:14][CH:13]([C:17]([N:29]2[CH2:30][CH2:31][CH2:32][CH:28]2[C:24]2[CH:23]=[C:22]([CH3:21])[CH:27]=[CH:26][CH:25]=2)=[O:19])[CH2:12]1)(=[O:9])=[O:10]. The yield is 0.208.